This data is from Plasma protein binding rate (PPBR) regression data from AstraZeneca. The task is: Regression/Classification. Given a drug SMILES string, predict its absorption, distribution, metabolism, or excretion properties. Task type varies by dataset: regression for continuous measurements (e.g., permeability, clearance, half-life) or binary classification for categorical outcomes (e.g., BBB penetration, CYP inhibition). For this dataset (ppbr_az), we predict Y. (1) The molecule is O=C(NCC1(O)CCCCCC1)c1cc(-n2ncc(=O)[nH]c2=O)ccc1Cl. The Y is 76.0 %. (2) The compound is Nc1nc(-c2nn(Cc3ccccc3F)c3ncccc23)nc(N)c1N1CCOCC1. The Y is 92.3 %. (3) The compound is O=C(O)c1ccccc1CN1CCC(CN2CCC(Oc3ccc(Cl)c(Cl)c3)CC2)CC1. The Y is 70.1 %. (4) The compound is O=c1cc(N2CCOCC2)nc(NCc2c(Cl)cccc2Cl)[nH]1. The Y is 96.0 %. (5) The compound is Cc1nn(C2CCCCC2)c(N)c1-c1ccccc1. The Y is 95.5 %. (6) The compound is COc1cc2nc(N3CCN(C(=O)C4CCCO4)CC3)nc(N)c2cc1OC. The Y is 79.5 %. (7) The Y is 75.1 %. The drug is C[C@H]1O[C@@H](n2cnc3c(N)nc(OCC4CC45CC5)nc32)[C@H](O)[C@@H]1O.